Task: Predict the product of the given reaction.. Dataset: Forward reaction prediction with 1.9M reactions from USPTO patents (1976-2016) (1) Given the reactants Br[C:2]1[CH:12]=[N:11][C:5]2[O:6][CH2:7][C:8](=[O:10])[NH:9][C:4]=2[CH:3]=1.[B:13]1([B:13]2[O:17][C:16]([CH3:19])([CH3:18])[C:15]([CH3:21])([CH3:20])[O:14]2)[O:17][C:16]([CH3:19])([CH3:18])[C:15]([CH3:21])([CH3:20])[O:14]1.C([O-])(=O)C.[K+], predict the reaction product. The product is: [CH3:20][C:15]1([CH3:21])[C:16]([CH3:19])([CH3:18])[O:17][B:13]([C:2]2[CH:12]=[N:11][C:5]3[O:6][CH2:7][C:8](=[O:10])[NH:9][C:4]=3[CH:3]=2)[O:14]1. (2) Given the reactants [C:1]([SiH2:5][O:6][C:7]([CH3:25])([CH3:24])[CH:8]1[CH2:17][CH2:16][C:15]2[C:10](=[CH:11][C:12]([CH2:18][C:19]([CH3:22])([CH3:21])[CH3:20])=[CH:13][CH:14]=2)[C:9]1=[O:23])([CH3:4])([CH3:3])[CH3:2].B1(C)OC(C2C=CC=CC=2)(C2C=CC=CC=2)[C@H]2N1CCC2.B.CSC, predict the reaction product. The product is: [C:1]([SiH2:5][O:6][C:7]([CH3:25])([CH3:24])[CH:8]1[CH2:17][CH2:16][C:15]2[C:10](=[CH:11][C:12]([CH2:18][C:19]([CH3:22])([CH3:21])[CH3:20])=[CH:13][CH:14]=2)[CH:9]1[OH:23])([CH3:4])([CH3:3])[CH3:2]. (3) The product is: [I:1][C:2]1[N:6]([CH2:7][CH2:8][C:9]2[CH:14]=[CH:13][CH:12]=[CH:11][CH:10]=2)[C:5]([CH:52]=[O:53])=[N:4][C:3]=1[C:15]1[CH:20]=[CH:19][CH:18]=[CH:17][CH:16]=1. Given the reactants [I:1][C:2]1[N:6]([CH2:7][CH2:8][C:9]2[CH:14]=[CH:13][CH:12]=[CH:11][CH:10]=2)[CH:5]=[N:4][C:3]=1[C:15]1[CH:20]=[CH:19][CH:18]=[CH:17][CH:16]=1.IC1N=CN(CCC2C=CC=CC=2)C=1C1C=CC=CC=1.[Li+].CC([N-]C(C)C)C.CN([CH:52]=[O:53])C, predict the reaction product. (4) Given the reactants C[O:2][C:3](=[O:19])[C:4]1[CH:9]=[C:8]([O:10][CH2:11][C:12]2[CH:17]=[CH:16][CH:15]=[CH:14][CH:13]=2)[CH:7]=[C:6]([OH:18])[CH:5]=1.[OH-].[Na+].Cl, predict the reaction product. The product is: [OH:18][C:6]1[CH:5]=[C:4]([CH:9]=[C:8]([O:10][CH2:11][C:12]2[CH:17]=[CH:16][CH:15]=[CH:14][CH:13]=2)[CH:7]=1)[C:3]([OH:19])=[O:2]. (5) Given the reactants [CH3:1][N:2]([CH2:13][C:14]1[N:18]([CH2:19][C@H:20]2[CH2:25][CH2:24][CH2:23][N:22]([CH2:26][C:27]3[CH:32]=[CH:31][CH:30]=[CH:29][N:28]=3)[CH2:21]2)[C:17]2[CH:33]=[CH:34][CH:35]=[CH:36][C:16]=2[N:15]=1)[C@@H:3]1[C:12]2[N:11]=[CH:10][CH:9]=[CH:8][C:7]=2[CH2:6][CH2:5][CH2:4]1.CN(CC1N(C[C@H]2CCCNC2)C2C=CC=CC=2N=1)[C@@H]1C2N=CC=CC=2CCC1.CN1C=CC=C1C=O, predict the reaction product. The product is: [CH3:1][N:2]([CH2:13][C:14]1[N:18]([CH2:19][C@H:20]2[CH2:25][CH2:24][CH2:23][N:22]([CH2:26][C:27]3[N:28]([CH3:29])[CH:30]=[CH:31][CH:32]=3)[CH2:21]2)[C:17]2[CH:33]=[CH:34][CH:35]=[CH:36][C:16]=2[N:15]=1)[C@@H:3]1[C:12]2[N:11]=[CH:10][CH:9]=[CH:8][C:7]=2[CH2:6][CH2:5][CH2:4]1. (6) Given the reactants C[O:2][C:3]([C:5]1[C:18](=[O:19])[N:9]2[CH2:10][CH2:11][C:12]3[C:17]([C:8]2=[CH:7][CH:6]=1)=[CH:16][CH:15]=[CH:14][CH:13]=3)=[O:4].[OH-].[Na+], predict the reaction product. The product is: [O:19]=[C:18]1[N:9]2[CH2:10][CH2:11][C:12]3[C:17]([C:8]2=[CH:7][CH:6]=[C:5]1[C:3]([OH:4])=[O:2])=[CH:16][CH:15]=[CH:14][CH:13]=3. (7) Given the reactants C(O[C:6]([N:8]1[CH2:13][CH2:12][CH:11]([C:14]2[C:23]3[C:18](=[CH:19][C:20]([N:26]4[CH2:31][CH2:30][O:29][CH2:28][CH2:27]4)=[C:21]([O:24][CH3:25])[CH:22]=3)[N:17]=[CH:16][N:15]=2)[CH2:10][CH2:9]1)=[O:7])(C)(C)C.Cl.[N+](C1C=CC(OC(=O)[NH:44][C:45]2[CH:50]=[CH:49][C:48]([N:51]3[CH2:56][CH2:55][O:54][CH2:53][CH2:52]3)=[CH:47][CH:46]=2)=CC=1)([O-])=O, predict the reaction product. The product is: [N:51]1([C:48]2[CH:47]=[CH:46][C:45]([NH:44][C:6]([N:8]3[CH2:13][CH2:12][CH:11]([C:14]4[C:23]5[C:18](=[CH:19][C:20]([N:26]6[CH2:31][CH2:30][O:29][CH2:28][CH2:27]6)=[C:21]([O:24][CH3:25])[CH:22]=5)[N:17]=[CH:16][N:15]=4)[CH2:10][CH2:9]3)=[O:7])=[CH:50][CH:49]=2)[CH2:52][CH2:53][O:54][CH2:55][CH2:56]1. (8) Given the reactants C(O[CH2:5][CH3:6])(=O)C.S(Cl)([Cl:9])=O.[N:11]1[CH:16]=[CH:15][CH:14]=[CH:13][CH:12]=1, predict the reaction product. The product is: [ClH:9].[Cl-:9].[N:11]1[CH:16]=[CH:15][C:14]([N+:11]2[CH:6]=[CH:5][CH:14]=[CH:13][CH:12]=2)=[CH:13][CH:12]=1.